Regression. Given a peptide amino acid sequence and an MHC pseudo amino acid sequence, predict their binding affinity value. This is MHC class II binding data. From a dataset of Peptide-MHC class II binding affinity with 134,281 pairs from IEDB. (1) The peptide sequence is TCGFVDERGLYKSLK. The MHC is DRB1_0405 with pseudo-sequence DRB1_0405. The binding affinity (normalized) is 0.369. (2) The peptide sequence is RYANPIAFFRKEPLK. The MHC is HLA-DQA10104-DQB10503 with pseudo-sequence HLA-DQA10104-DQB10503. The binding affinity (normalized) is 0.337. (3) The peptide sequence is TLTPMMSSKFPELGM. The MHC is DRB4_0101 with pseudo-sequence DRB4_0103. The binding affinity (normalized) is 0.406. (4) The peptide sequence is DRASYRAHWQDDDVT. The MHC is HLA-DQA10102-DQB10602 with pseudo-sequence HLA-DQA10102-DQB10602. The binding affinity (normalized) is 0.122. (5) The peptide sequence is RFDTNGDGKISLSEL. The MHC is HLA-DPA10201-DPB10101 with pseudo-sequence HLA-DPA10201-DPB10101. The binding affinity (normalized) is 0.112. (6) The peptide sequence is MSSFLGKWKLSESHNFDA. The MHC is DRB1_0101 with pseudo-sequence DRB1_0101. The binding affinity (normalized) is 0. (7) The binding affinity (normalized) is 0.414. The MHC is DRB1_0401 with pseudo-sequence DRB1_0401. The peptide sequence is YLQDSDPDSFQD.